The task is: Predict which catalyst facilitates the given reaction.. This data is from Catalyst prediction with 721,799 reactions and 888 catalyst types from USPTO. (1) Reactant: [CH2:1]([N:8]1[CH2:15][CH2:14][C:13]2([C:17]3[CH:18]=[C:19]([OH:23])[CH:20]=[CH:21][CH:22]=3)[CH2:16][CH:9]1[CH2:10][CH2:11][CH2:12]2)[C:2]1[CH:7]=[CH:6][CH:5]=[CH:4][CH:3]=1.C(N(CC)CC)C.C1C=CC(N([S:38]([C:41]([F:44])([F:43])[F:42])(=[O:40])=[O:39])[S:38]([C:41]([F:44])([F:43])[F:42])(=[O:40])=[O:39])=CC=1. Product: [CH2:1]([N:8]1[CH2:15][CH2:14][C:13]2([C:17]3[CH:18]=[C:19]([O:23][S:38]([C:41]([F:44])([F:43])[F:42])(=[O:40])=[O:39])[CH:20]=[CH:21][CH:22]=3)[CH2:16][CH:9]1[CH2:10][CH2:11][CH2:12]2)[C:2]1[CH:3]=[CH:4][CH:5]=[CH:6][CH:7]=1. The catalyst class is: 2. (2) Product: [NH2:7][C:8]1[CH:13]=[CH:12][CH:11]=[CH:10][C:9]=1[NH:14][C:15]([C:17]1[CH:26]=[CH:25][C:20]2[N:21]=[C:22]([C:34]3[CH:33]=[CH:32][C:31]([O:30][C:29]([F:28])([F:39])[F:40])=[CH:38][CH:37]=3)[S:23][C:19]=2[CH:18]=1)=[O:16]. Reactant: C(OC(=O)[NH:7][C:8]1[CH:13]=[CH:12][CH:11]=[CH:10][C:9]=1[NH:14][C:15]([C:17]1[CH:26]=[CH:25][C:20]2[N:21]=[C:22](N)[S:23][C:19]=2[CH:18]=1)=[O:16])(C)(C)C.[F:28][C:29]([F:40])([F:39])[O:30][C:31]1[CH:38]=[CH:37][C:34](C=O)=[CH:33][CH:32]=1.C([Sn](Cl)(Cl)CCCC)CCC.C1([SiH3])C=CC=CC=1. The catalyst class is: 1. (3) Reactant: [NH:1]1[CH2:3][C@H:2]1[C:4]([OH:6])=[O:5].[N+:7]([C:10]1[CH:15]=[CH:14][CH:13]=[CH:12][C:11]=1[S:16](Cl)(=[O:18])=[O:17])([O-:9])=[O:8]. Product: [N+:7]([C:10]1[CH:15]=[CH:14][CH:13]=[CH:12][C:11]=1[S:16]([N@:1]1[CH2:3][CH:2]1[C:4]([OH:6])=[O:5])(=[O:18])=[O:17])([O-:9])=[O:8]. The catalyst class is: 21. (4) Reactant: C([NH:4][C:5]1[CH:10]=[C:9]([C:11]2[CH:16]=[CH:15][C:14]([Cl:17])=[C:13]([F:18])[C:12]=2[CH:19]=O)[N:8]=[C:7]([C:21]([O:23][CH3:24])=[O:22])[C:6]=1[Cl:25])(=O)C.[C:26](=O)([O-])[O-].[K+].[K+].[N+](=C(P(=O)(OC)OC)C(=O)C)=[N-].Cl. The catalyst class is: 430. Product: [NH2:4][C:5]1[CH:10]=[C:9]([C:11]2[CH:16]=[CH:15][C:14]([Cl:17])=[C:13]([F:18])[C:12]=2[C:19]#[CH:26])[N:8]=[C:7]([C:21]([O:23][CH3:24])=[O:22])[C:6]=1[Cl:25]. (5) Reactant: [CH3:1][C:2]1[C:3]([CH:8]2[CH2:13][C:12]([CH3:15])([OH:14])[CH2:11][CH:10]([C:16]3[C:21]([CH3:22])=[CH:20][CH:19]=[CH:18][N:17]=3)[NH:9]2)=[N:4][CH:5]=[CH:6][CH:7]=1.Br[CH2:24][CH2:25][CH2:26][CH2:27][N:28]1[C:36](=[O:37])[C:35]2[C:30](=[CH:31][CH:32]=[CH:33][CH:34]=2)[C:29]1=[O:38].CCN(C(C)C)C(C)C. Product: [OH:14][C:12]1([CH3:15])[CH2:13][CH:8]([C:3]2[C:2]([CH3:1])=[CH:7][CH:6]=[CH:5][N:4]=2)[N:9]([CH2:24][CH2:25][CH2:26][CH2:27][N:28]2[C:36](=[O:37])[C:35]3[C:30](=[CH:31][CH:32]=[CH:33][CH:34]=3)[C:29]2=[O:38])[CH:10]([C:16]2[C:21]([CH3:22])=[CH:20][CH:19]=[CH:18][N:17]=2)[CH2:11]1. The catalyst class is: 3. (6) Reactant: Br[C:2]1[CH:3]=[CH:4][C:5]([N+:8]([O-:10])=[O:9])=[N:6][CH:7]=1.CC([O-])=[O:13].[K+]. Product: [N+:8]([C:5]1[N:6]=[CH:7][C:2]([OH:13])=[CH:3][CH:4]=1)([O-:10])=[O:9]. The catalyst class is: 416. (7) Reactant: [N+:1]([C:4]1[CH:12]=[C:7]2[CH2:8][NH:9][CH2:10][CH2:11][N:6]2[N:5]=1)([O-:3])=[O:2].C(N(CC)CC)C.[C:20](Cl)(=[O:24])[CH:21]([CH3:23])[CH3:22]. Product: [CH3:22][CH:21]([CH3:23])[C:20]([N:9]1[CH2:10][CH2:11][N:6]2[N:5]=[C:4]([N+:1]([O-:3])=[O:2])[CH:12]=[C:7]2[CH2:8]1)=[O:24]. The catalyst class is: 4. (8) Reactant: [CH2:1]([N:3]([OH:18])[C:4]([NH:6][C:7]([C:10]1[CH:15]=[C:14]([S:16][CH3:17])[CH:13]=[CH:12][N:11]=1)([CH3:9])[CH3:8])=[O:5])[CH3:2].[Cl:19][C:20]1[CH:25]=[C:24]([C:26]([F:29])([F:28])[F:27])[CH:23]=[C:22](Cl)[N:21]=1.CC(C)([O-])C.[K+].[Cl-].[NH4+]. Product: [Cl:19][C:20]1[N:21]=[C:22]([O:18][N:3]([CH2:1][CH3:2])[C:4]([NH:6][C:7]([C:10]2[CH:15]=[C:14]([S:16][CH3:17])[CH:13]=[CH:12][N:11]=2)([CH3:8])[CH3:9])=[O:5])[CH:23]=[C:24]([C:26]([F:29])([F:27])[F:28])[CH:25]=1. The catalyst class is: 7. (9) Reactant: [C:1]([O:5][C:6]([N:8]1[CH2:20][CH2:19][C:18]2[C:17]3[C:12](=[CH:13][CH:14]=[C:15]([O:21][Si:22]([CH:29]([CH3:31])[CH3:30])([CH:26]([CH3:28])[CH3:27])[CH:23]([CH3:25])[CH3:24])[CH:16]=3)[NH:11][C:10]=2[CH2:9]1)=[O:7])([CH3:4])([CH3:3])[CH3:2].[CH3:32]C(C)([O-])C.[K+].C1OCCOCCOCCOCCOCCOC1.IC.N1C2C(=CC=CC=2)C=C1. Product: [C:1]([O:5][C:6]([N:8]1[CH2:20][CH2:19][C:18]2[C:17]3[C:12](=[CH:13][CH:14]=[C:15]([O:21][Si:22]([CH:23]([CH3:24])[CH3:25])([CH:26]([CH3:28])[CH3:27])[CH:29]([CH3:31])[CH3:30])[CH:16]=3)[N:11]([CH3:32])[C:10]=2[CH2:9]1)=[O:7])([CH3:3])([CH3:4])[CH3:2]. The catalyst class is: 27.